From a dataset of Full USPTO retrosynthesis dataset with 1.9M reactions from patents (1976-2016). Predict the reactants needed to synthesize the given product. (1) The reactants are: [N:1]([CH2:4][C:5]1[CH:6]=[C:7]([CH:39]=[CH:40][CH:41]=1)[C:8]([NH:10][C:11]1[CH:16]=[CH:15][C:14]([N:17]2[CH2:22][CH2:21][CH2:20][CH2:19][CH2:18]2)=[CH:13][C:12]=1[C:23]([NH:25]/[N:26]=[CH:27]/[C:28]1[CH:33]=[CH:32][C:31]([Cl:34])=[C:30]([C:35]([F:38])([F:37])[F:36])[CH:29]=1)=[O:24])=[O:9])=[N+:2]=[N-:3].[CH2:42]([OH:46])[CH2:43][C:44]#[CH:45]. Given the product [Cl:34][C:31]1[CH:32]=[CH:33][C:28](/[CH:27]=[N:26]/[NH:25][C:23]([C:12]2[CH:13]=[C:14]([N:17]3[CH2:18][CH2:19][CH2:20][CH2:21][CH2:22]3)[CH:15]=[CH:16][C:11]=2[NH:10][C:8](=[O:9])[C:7]2[CH:39]=[CH:40][CH:41]=[C:5]([CH2:4][N:1]3[CH:45]=[C:44]([CH2:43][CH2:42][OH:46])[N:3]=[N:2]3)[CH:6]=2)=[O:24])=[CH:29][C:30]=1[C:35]([F:38])([F:36])[F:37], predict the reactants needed to synthesize it. (2) Given the product [CH2:17]([O:16]/[CH:5]=[CH:4]\[CH2:3][CH2:2][C:1]([O:7][C:8]1[CH:9]=[CH:10][CH:11]=[CH:12][CH:13]=1)=[O:6])[CH2:18][CH2:19][CH3:20], predict the reactants needed to synthesize it. The reactants are: [C:1]([O:7][C:8]1[CH:13]=[CH:12][CH:11]=[CH:10][CH:9]=1)(=[O:6])[CH2:2][CH2:3][CH:4]=[CH2:5].C([O:16][CH2:17][CH2:18][CH2:19][CH3:20])=C. (3) Given the product [CH3:1][O:2][CH:3]([O:14][CH3:15])[CH2:4][N:5]([CH2:6][C:7]1[CH:8]=[CH:9][C:10]([F:13])=[CH:11][CH:12]=1)[S:28]([C:25]1[CH:26]=[CH:27][C:22]([CH3:32])=[CH:23][CH:24]=1)(=[O:30])=[O:29], predict the reactants needed to synthesize it. The reactants are: [CH3:1][O:2][CH:3]([O:14][CH3:15])[CH2:4][NH:5][CH2:6][C:7]1[CH:12]=[CH:11][C:10]([F:13])=[CH:9][CH:8]=1.N1C=CC=CC=1.[C:22]1([CH3:32])[CH:27]=[CH:26][C:25]([S:28](Cl)(=[O:30])=[O:29])=[CH:24][CH:23]=1. (4) Given the product [NH2:1][C:4]1[CH:9]=[CH:8][C:7]([N:10]2[CH2:11][CH2:12][CH:13]([CH2:16][OH:17])[CH2:14][CH2:15]2)=[CH:6][CH:5]=1, predict the reactants needed to synthesize it. The reactants are: [N+:1]([C:4]1[CH:9]=[CH:8][C:7]([N:10]2[CH2:15][CH2:14][CH:13]([CH2:16][OH:17])[CH2:12][CH2:11]2)=[CH:6][CH:5]=1)([O-])=O.C(O)C. (5) The reactants are: [F:1][C:2]1[CH:3]=[C:4]([N:19]([C:28]2[CH:33]=[CH:32][C:31]([F:34])=[CH:30][CH:29]=2)[C:20]([C:22]2([C:25]([NH2:27])=[O:26])[CH2:24][CH2:23]2)=[O:21])[CH:5]=[CH:6][C:7]=1[O:8][C:9]1[CH:14]=[CH:13][N:12]=[C:11]2[CH:15]=[C:16](I)[S:17][C:10]=12.[CH3:35][C:36]([N:40]1[CH2:45][CH2:44][CH2:43][CH2:42][CH2:41]1)([C:38]#[CH:39])[CH3:37]. Given the product [F:1][C:2]1[CH:3]=[C:4]([N:19]([C:28]2[CH:33]=[CH:32][C:31]([F:34])=[CH:30][CH:29]=2)[C:20]([C:22]2([C:25]([NH2:27])=[O:26])[CH2:24][CH2:23]2)=[O:21])[CH:5]=[CH:6][C:7]=1[O:8][C:9]1[CH:14]=[CH:13][N:12]=[C:11]2[CH:15]=[C:16]([C:39]#[C:38][C:36]([CH3:37])([N:40]3[CH2:45][CH2:44][CH2:43][CH2:42][CH2:41]3)[CH3:35])[S:17][C:10]=12, predict the reactants needed to synthesize it. (6) Given the product [CH3:19][O:20][C:21]1[C:26]([NH:27][C:13](=[O:15])[C:12]2[CH:16]=[CH:17][CH:18]=[C:10]([S:7]([N:1]3[CH2:2][CH2:3][CH2:4][CH2:5][CH2:6]3)(=[O:8])=[O:9])[CH:11]=2)=[CH:25][CH:24]=[CH:23][N:22]=1, predict the reactants needed to synthesize it. The reactants are: [N:1]1([S:7]([C:10]2[CH:11]=[C:12]([CH:16]=[CH:17][CH:18]=2)[C:13]([OH:15])=O)(=[O:9])=[O:8])[CH2:6][CH2:5][CH2:4][CH2:3][CH2:2]1.[CH3:19][O:20][C:21]1[C:26]([NH2:27])=[CH:25][CH:24]=[CH:23][N:22]=1. (7) Given the product [CH:21]([C:15]1[CH:14]=[C:13]([CH:18]=[CH:17][C:16]=1[O:19][CH3:20])[O:12][C:11]1[C:10]([Cl:24])=[CH:9][C:4]([CH2:5][OH:6])=[CH:3][C:2]=1[Cl:1])([CH3:23])[CH3:22], predict the reactants needed to synthesize it. The reactants are: [Cl:1][C:2]1[CH:3]=[C:4]([CH:9]=[C:10]([Cl:24])[C:11]=1[O:12][C:13]1[CH:18]=[CH:17][C:16]([O:19][CH3:20])=[C:15]([CH:21]([CH3:23])[CH3:22])[CH:14]=1)[C:5](OC)=[O:6].CC(C[AlH]CC(C)C)C.